From a dataset of Peptide-MHC class II binding affinity with 134,281 pairs from IEDB. Regression. Given a peptide amino acid sequence and an MHC pseudo amino acid sequence, predict their binding affinity value. This is MHC class II binding data. (1) The peptide sequence is KYKTFEAAFTVSSKR. The MHC is DRB3_0101 with pseudo-sequence DRB3_0101. The binding affinity (normalized) is 0.229. (2) The peptide sequence is GSLQIVDKIDAAFKI. The MHC is DRB3_0202 with pseudo-sequence DRB3_0202. The binding affinity (normalized) is 0.207.